This data is from Reaction yield outcomes from USPTO patents with 853,638 reactions. The task is: Predict the reaction yield, written as a fraction of the theoretical maximum amount of product (1.0 means a 100% yield; for example, 0.34 means a 34% yield). (1) The reactants are [CH:1]1([C:4]2[C:5]([NH:24][S:25]([CH3:28])(=[O:27])=[O:26])=[CH:6][C:7]3[O:11][C:10]([C:12]4[CH:17]=[CH:16][C:15]([F:18])=[CH:14][CH:13]=4)=[C:9]([C:19]([NH:21][CH3:22])=[O:20])[C:8]=3[CH:23]=2)[CH2:3][CH2:2]1.[Cl:29][C:30]1[CH:35]=[C:34](F)[CH:33]=[CH:32][C:31]=1[N+:37]([O-:39])=[O:38].C(=O)([O-])[O-].[K+].[K+]. The catalyst is COCCOC.O. The product is [Cl:29][C:30]1[CH:35]=[C:34]([N:24]([C:5]2[C:4]([CH:1]3[CH2:3][CH2:2]3)=[CH:23][C:8]3[C:9]([C:19]([NH:21][CH3:22])=[O:20])=[C:10]([C:12]4[CH:17]=[CH:16][C:15]([F:18])=[CH:14][CH:13]=4)[O:11][C:7]=3[CH:6]=2)[S:25]([CH3:28])(=[O:27])=[O:26])[CH:33]=[CH:32][C:31]=1[N+:37]([O-:39])=[O:38]. The yield is 0.640. (2) The reactants are [CH:1]1([CH2:7][NH:8][C:9](=[O:13])[O:10][CH2:11][CH3:12])[CH2:6][CH2:5][CH:4]=[CH:3][CH2:2]1.C=O.[C:16](=O)([O-])[O-:17].[K+].[K+].C(=O)([O-])[O-].[Cs+].[Cs+]. The catalyst is C1COCC1. The product is [OH:17][CH2:16][N:8]([CH2:7][CH:1]1[CH2:6][CH2:5][CH:4]=[CH:3][CH2:2]1)[C:9](=[O:13])[O:10][CH2:11][CH3:12]. The yield is 0.610.